From a dataset of Forward reaction prediction with 1.9M reactions from USPTO patents (1976-2016). Predict the product of the given reaction. (1) Given the reactants ClC1C=CC(C[CH2:9][C:10]([NH2:12])=O)=CC=1CC.[OH-].[Na+].C(OI([C:26]1[CH:31]=[CH:30][CH:29]=[CH:28][CH:27]=1)OC(=O)C)(=O)C.[ClH:32].[CH2:33]1[CH2:37]OCC1, predict the reaction product. The product is: [Cl:32][C:26]1[CH:27]=[CH:28][C:29]([CH2:9][CH2:10][NH2:12])=[CH:30][C:31]=1[CH2:37][CH3:33]. (2) Given the reactants [CH2:1]([N:3]1[CH2:8][CH2:7][N:6]([C:9]([C:11]2[CH:16]=[CH:15][C:14]([C:17]([F:20])([F:19])[F:18])=[CH:13][C:12]=2[N+:21]([O-])=O)=[O:10])[CH2:5][CH2:4]1)[CH3:2].O.O.Cl[Sn]Cl, predict the reaction product. The product is: [NH2:21][C:12]1[CH:13]=[C:14]([C:17]([F:18])([F:19])[F:20])[CH:15]=[CH:16][C:11]=1[C:9]([N:6]1[CH2:7][CH2:8][N:3]([CH2:1][CH3:2])[CH2:4][CH2:5]1)=[O:10].